From a dataset of HIV replication inhibition screening data with 41,000+ compounds from the AIDS Antiviral Screen. Binary Classification. Given a drug SMILES string, predict its activity (active/inactive) in a high-throughput screening assay against a specified biological target. (1) The compound is CCOC(=O)NP(=O)(NC(=O)NOC)NC(=O)OC(CCl)CCl. The result is 0 (inactive). (2) The compound is O=C1NC(Cc2ccc(Cl)cc2)C(=O)N2CCCC12. The result is 0 (inactive). (3) The drug is COc1cc2ccc3c(c2cc1OC)CCc1cn[nH]c1-3. The result is 0 (inactive). (4) The result is 0 (inactive). The compound is Cc1ccc(N=c2oc3c(ccc4ccccc43)nc2Nc2ccc(C)cc2)cc1. (5) The compound is COc1nc(NC2OC(CO)C(O)C2O)cc(=O)n1C. The result is 0 (inactive). (6) The drug is N#CC1=C(N)N(N=Cc2ccccc2)C(c2ccccc2)C1(C#N)C#N. The result is 0 (inactive). (7) The compound is CCO[Si](C)(OCC)OCC. The result is 0 (inactive). (8) The result is 0 (inactive). The molecule is CCCCCCCCCCCCCC1CCC(CC)N1. (9) The drug is CC12Nc3ccccc3C1=C(c1ccccc1)CC1C(=O)OC(=O)C12. The result is 0 (inactive). (10) The molecule is Cc1ccc2nc(-c3ccccc3)c(N=O)n2c1. The result is 0 (inactive).